Dataset: NCI-60 drug combinations with 297,098 pairs across 59 cell lines. Task: Regression. Given two drug SMILES strings and cell line genomic features, predict the synergy score measuring deviation from expected non-interaction effect. (1) Drug 1: CC1C(C(=O)NC(C(=O)N2CCCC2C(=O)N(CC(=O)N(C(C(=O)O1)C(C)C)C)C)C(C)C)NC(=O)C3=C4C(=C(C=C3)C)OC5=C(C(=O)C(=C(C5=N4)C(=O)NC6C(OC(=O)C(N(C(=O)CN(C(=O)C7CCCN7C(=O)C(NC6=O)C(C)C)C)C)C(C)C)C)N)C. Drug 2: CCC1=C2CN3C(=CC4=C(C3=O)COC(=O)C4(CC)O)C2=NC5=C1C=C(C=C5)O. Cell line: SR. Synergy scores: CSS=74.8, Synergy_ZIP=0.0548, Synergy_Bliss=-0.206, Synergy_Loewe=-0.457, Synergy_HSA=0.831. (2) Drug 1: C1CN1P(=S)(N2CC2)N3CC3. Drug 2: CC(C)NC(=O)C1=CC=C(C=C1)CNNC.Cl. Cell line: HCT116. Synergy scores: CSS=16.0, Synergy_ZIP=1.32, Synergy_Bliss=0.395, Synergy_Loewe=-14.2, Synergy_HSA=-2.76. (3) Drug 1: CC12CCC3C(C1CCC2=O)CC(=C)C4=CC(=O)C=CC34C. Synergy scores: CSS=27.9, Synergy_ZIP=-6.25, Synergy_Bliss=-4.62, Synergy_Loewe=-12.5, Synergy_HSA=-2.35. Drug 2: C1CN1P(=S)(N2CC2)N3CC3. Cell line: NCI-H460. (4) Drug 1: C1=C(C(=O)NC(=O)N1)N(CCCl)CCCl. Drug 2: CCCCC(=O)OCC(=O)C1(CC(C2=C(C1)C(=C3C(=C2O)C(=O)C4=C(C3=O)C=CC=C4OC)O)OC5CC(C(C(O5)C)O)NC(=O)C(F)(F)F)O. Cell line: SF-268. Synergy scores: CSS=25.4, Synergy_ZIP=-11.3, Synergy_Bliss=-6.07, Synergy_Loewe=-5.35, Synergy_HSA=-6.03. (5) Drug 1: CC1OCC2C(O1)C(C(C(O2)OC3C4COC(=O)C4C(C5=CC6=C(C=C35)OCO6)C7=CC(=C(C(=C7)OC)O)OC)O)O. Drug 2: C1CC(=O)NC(=O)C1N2C(=O)C3=CC=CC=C3C2=O. Cell line: UACC-257. Synergy scores: CSS=-0.418, Synergy_ZIP=-2.18, Synergy_Bliss=-4.14, Synergy_Loewe=-8.46, Synergy_HSA=-3.97.